From a dataset of NCI-60 drug combinations with 297,098 pairs across 59 cell lines. Regression. Given two drug SMILES strings and cell line genomic features, predict the synergy score measuring deviation from expected non-interaction effect. (1) Drug 1: C1CC(=O)NC(=O)C1N2CC3=C(C2=O)C=CC=C3N. Drug 2: C1=CC(=CC=C1CCCC(=O)O)N(CCCl)CCCl. Cell line: SR. Synergy scores: CSS=54.9, Synergy_ZIP=-2.71, Synergy_Bliss=-4.56, Synergy_Loewe=-4.13, Synergy_HSA=-0.792. (2) Drug 1: CC1=CC=C(C=C1)C2=CC(=NN2C3=CC=C(C=C3)S(=O)(=O)N)C(F)(F)F. Drug 2: C1C(C(OC1N2C=NC(=NC2=O)N)CO)O. Cell line: SW-620. Synergy scores: CSS=13.1, Synergy_ZIP=3.37, Synergy_Bliss=-0.976, Synergy_Loewe=-9.55, Synergy_HSA=-0.913. (3) Drug 1: COC1=C(C=C2C(=C1)N=CN=C2NC3=CC(=C(C=C3)F)Cl)OCCCN4CCOCC4. Drug 2: CC1C(C(CC(O1)OC2CC(CC3=C2C(=C4C(=C3O)C(=O)C5=C(C4=O)C(=CC=C5)OC)O)(C(=O)CO)O)N)O.Cl. Cell line: TK-10. Synergy scores: CSS=55.7, Synergy_ZIP=6.87, Synergy_Bliss=5.96, Synergy_Loewe=8.60, Synergy_HSA=9.80. (4) Drug 1: CN(C)N=NC1=C(NC=N1)C(=O)N. Drug 2: CN(C(=O)NC(C=O)C(C(C(CO)O)O)O)N=O. Cell line: A498. Synergy scores: CSS=-2.69, Synergy_ZIP=-0.243, Synergy_Bliss=-5.51, Synergy_Loewe=-7.65, Synergy_HSA=-6.56. (5) Drug 1: C1CC(=O)NC(=O)C1N2C(=O)C3=CC=CC=C3C2=O. Drug 2: CC1C(C(CC(O1)OC2CC(CC3=C2C(=C4C(=C3O)C(=O)C5=CC=CC=C5C4=O)O)(C(=O)C)O)N)O. Cell line: CCRF-CEM. Synergy scores: CSS=36.2, Synergy_ZIP=0.718, Synergy_Bliss=-0.281, Synergy_Loewe=-37.3, Synergy_HSA=0.212. (6) Drug 1: CC1=C(C=C(C=C1)NC2=NC=CC(=N2)N(C)C3=CC4=NN(C(=C4C=C3)C)C)S(=O)(=O)N.Cl. Drug 2: CN(C)C1=NC(=NC(=N1)N(C)C)N(C)C. Cell line: SNB-19. Synergy scores: CSS=-5.87, Synergy_ZIP=1.39, Synergy_Bliss=-2.10, Synergy_Loewe=-4.07, Synergy_HSA=-4.65. (7) Drug 1: C1=NC2=C(N=C(N=C2N1C3C(C(C(O3)CO)O)F)Cl)N. Drug 2: C1=CC=C(C=C1)NC(=O)CCCCCCC(=O)NO. Cell line: NCI/ADR-RES. Synergy scores: CSS=62.0, Synergy_ZIP=-6.15, Synergy_Bliss=-7.03, Synergy_Loewe=-4.88, Synergy_HSA=-1.94. (8) Drug 1: C1=NC2=C(N=C(N=C2N1C3C(C(C(O3)CO)O)O)F)N. Drug 2: CC1C(C(CC(O1)OC2CC(CC3=C2C(=C4C(=C3O)C(=O)C5=C(C4=O)C(=CC=C5)OC)O)(C(=O)CO)O)N)O.Cl. Cell line: LOX IMVI. Synergy scores: CSS=33.5, Synergy_ZIP=-9.17, Synergy_Bliss=-0.575, Synergy_Loewe=-47.7, Synergy_HSA=-2.10.